From a dataset of Full USPTO retrosynthesis dataset with 1.9M reactions from patents (1976-2016). Predict the reactants needed to synthesize the given product. (1) Given the product [Cl:1][C:2]1[N:10]=[C:9]2[C:5]([N:6]=[CH:7][N:8]2[CH:11]2[CH2:15][CH2:14][CH2:13][CH2:12]2)=[C:4]([NH:23][CH2:22][CH2:21][CH2:20][CH2:19][O:18][CH3:17])[N:3]=1, predict the reactants needed to synthesize it. The reactants are: [Cl:1][C:2]1[N:10]=[C:9]2[C:5]([N:6]=[CH:7][N:8]2[CH:11]2[CH2:15][CH2:14][CH2:13][CH2:12]2)=[C:4](Cl)[N:3]=1.[CH3:17][O:18][CH2:19][CH2:20][CH2:21][CH2:22][NH2:23]. (2) Given the product [CH3:32][N:33]([CH3:34])[C:23](=[O:24])[C:22]1[CH:26]=[CH:27][C:19]([N:16]2[CH2:15][CH2:14][N:13]([CH2:12][C:9]3[CH:10]=[N:11][C:5]4[N:4]5[CH2:28][CH2:29][CH2:30][C@H:3]5[C:2](=[O:1])[NH:7][C:6]=4[CH:8]=3)[CH2:18][CH2:17]2)=[CH:20][CH:21]=1, predict the reactants needed to synthesize it. The reactants are: [O:1]=[C:2]1[NH:7][C:6]2[CH:8]=[C:9]([CH2:12][N:13]3[CH2:18][CH2:17][N:16]([C:19]4[CH:27]=[CH:26][C:22]([C:23](O)=[O:24])=[CH:21][CH:20]=4)[CH2:15][CH2:14]3)[CH:10]=[N:11][C:5]=2[N:4]2[CH2:28][CH2:29][CH2:30][C@@H:3]12.Cl.[CH3:32][NH:33][CH3:34].CN(C(ON1N=NC2C=CC=NC1=2)=[N+](C)C)C.F[P-](F)(F)(F)(F)F.CN1CCOCC1. (3) Given the product [ClH:1].[ClH:1].[N:2]1([CH:6]2[CH2:7][CH2:8][C:9]3([CH2:14][CH2:13][NH:12][CH2:11][CH2:10]3)[CH2:22][CH2:23]2)[CH2:3][CH2:4][CH2:5]1, predict the reactants needed to synthesize it. The reactants are: [ClH:1].[N:2]1([CH:6]2[CH2:23][CH2:22][C:9]3([CH2:14][CH2:13][N:12](C(OC(C)(C)C)=O)[CH2:11][CH2:10]3)[CH2:8][CH2:7]2)[CH2:5][CH2:4][CH2:3]1. (4) Given the product [ClH:1].[NH2:54][CH2:53][C@H:50]1[CH2:51][CH2:52][C@H:47]([C:45]([NH:44][C@H:29]([C:30](=[O:43])[NH:31][C:32]2[CH:37]=[CH:36][C:35]([C:38]3[NH:42][N:41]=[N:40][N:39]=3)=[CH:34][CH:33]=2)[CH2:28][C:23]2[CH:24]=[CH:25][C:26]([CH3:27])=[C:21]([C:17]3[CH:18]=[CH:19][CH:20]=[C:15]([C:13]([NH:12][CH2:11][CH2:10][O:9][CH2:8][CH2:7][O:6][CH2:5][CH2:4][O:3][CH3:2])=[O:14])[CH:16]=3)[CH:22]=2)=[O:46])[CH2:48][CH2:49]1, predict the reactants needed to synthesize it. The reactants are: [ClH:1].[CH3:2][O:3][CH2:4][CH2:5][O:6][CH2:7][CH2:8][O:9][CH2:10][CH2:11][NH:12][C:13]([C:15]1[CH:16]=[C:17]([C:21]2[C:26]([CH3:27])=[CH:25][CH:24]=[C:23]([CH2:28][C@H:29]([NH:44][C:45]([C@H:47]3[CH2:52][CH2:51][C@H:50]([CH2:53][NH:54]C(=O)OC(C)(C)C)[CH2:49][CH2:48]3)=[O:46])[C:30](=[O:43])[NH:31][C:32]3[CH:37]=[CH:36][C:35]([C:38]4[NH:42][N:41]=[N:40][N:39]=4)=[CH:34][CH:33]=3)[CH:22]=2)[CH:18]=[CH:19][CH:20]=1)=[O:14].C(#N)C. (5) Given the product [Cl:9][C:10]1[N:11]=[C:12]([NH:8][C:6]2[N:5]=[CH:4][N:3]([CH3:2])[CH:7]=2)[C:13]2[CH2:19][N:18]([C:20]([O:22][C:23]([CH3:26])([CH3:25])[CH3:24])=[O:21])[CH2:17][CH2:16][C:14]=2[N:15]=1, predict the reactants needed to synthesize it. The reactants are: Cl.[CH3:2][N:3]1[CH:7]=[C:6]([NH2:8])[N:5]=[CH:4]1.[Cl:9][C:10]1[N:11]=[C:12](Cl)[C:13]2[CH2:19][N:18]([C:20]([O:22][C:23]([CH3:26])([CH3:25])[CH3:24])=[O:21])[CH2:17][CH2:16][C:14]=2[N:15]=1. (6) Given the product [Br:1][C:2]1[CH:22]=[N:21][C:5]2[N:6]=[C:7]([N:12]3[CH2:17][CH2:16][N:15]4[CH2:18][CH2:19][CH2:20][CH:14]4[CH2:13]3)[C:8]3[N:9]([CH:23]=[N:11][N:10]=3)[C:4]=2[CH:3]=1, predict the reactants needed to synthesize it. The reactants are: [Br:1][C:2]1[CH:22]=[N:21][C:5]2=[N:6][C:7]([N:12]3[CH2:17][CH2:16][N:15]4[CH2:18][CH2:19][CH2:20][CH:14]4[CH2:13]3)=[C:8]([NH:10][NH2:11])[N:9]=[C:4]2[CH:3]=1.[CH:23](OC)(OC)OC. (7) Given the product [C:1]1([C:7]2[C:15]3[C:10](=[CH:11][CH:12]=[CH:13][CH:14]=3)[NH:9][C:8]=2[CH:26]([NH:28][C:29]2[N:37]=[CH:36][N:35]=[C:34]3[C:30]=2[N:31]=[CH:32][NH:33]3)[CH3:27])[CH:2]=[CH:3][CH:4]=[CH:5][CH:6]=1, predict the reactants needed to synthesize it. The reactants are: [C:1]1([C:7]2[C:15]3[C:10](=[CH:11][CH:12]=[CH:13][CH:14]=3)[N:9](S(C3C=CC(C)=CC=3)(=O)=O)[C:8]=2[CH:26]([NH:28][C:29]2[N:37]=[CH:36][N:35]=[C:34]3[C:30]=2[N:31]=[CH:32][NH:33]3)[CH3:27])[CH:6]=[CH:5][CH:4]=[CH:3][CH:2]=1.[OH-].[K+]. (8) Given the product [CH3:1][N:2]1[CH:6]=[C:5]([NH:7][C:13](=[O:14])[O:15][C:16]([CH3:19])([CH3:18])[CH3:17])[CH:4]=[N:3]1, predict the reactants needed to synthesize it. The reactants are: [CH3:1][N:2]1[CH:6]=[C:5]([N+:7]([O-])=O)[CH:4]=[N:3]1.C(O)C.[C:13](O[C:13]([O:15][C:16]([CH3:19])([CH3:18])[CH3:17])=[O:14])([O:15][C:16]([CH3:19])([CH3:18])[CH3:17])=[O:14].[H][H].